From a dataset of TCR-epitope binding with 47,182 pairs between 192 epitopes and 23,139 TCRs. Binary Classification. Given a T-cell receptor sequence (or CDR3 region) and an epitope sequence, predict whether binding occurs between them. (1) The epitope is VLQAVGACV. The TCR CDR3 sequence is CAISTGQGNEQFF. Result: 0 (the TCR does not bind to the epitope). (2) The epitope is RLRAEAQVK. The TCR CDR3 sequence is CASSSRDGGYTF. Result: 0 (the TCR does not bind to the epitope). (3) The epitope is MPASWVMRI. The TCR CDR3 sequence is CASSLQRRGGNEQFF. Result: 1 (the TCR binds to the epitope). (4) The epitope is FPPTSFGPL. The TCR CDR3 sequence is CASSLGTGGTGELFF. Result: 1 (the TCR binds to the epitope). (5) The epitope is FTYASALWEI. The TCR CDR3 sequence is CASSSTLTTGELFF. Result: 0 (the TCR does not bind to the epitope). (6) The epitope is SFHSLHLLF. The TCR CDR3 sequence is CASSLGSSGETQYF. Result: 1 (the TCR binds to the epitope). (7) The epitope is NLVPMVATV. The TCR CDR3 sequence is CASSILGGNEQFF. Result: 1 (the TCR binds to the epitope).